From a dataset of Reaction yield outcomes from USPTO patents with 853,638 reactions. Predict the reaction yield, written as a fraction of the theoretical maximum amount of product (1.0 means a 100% yield; for example, 0.34 means a 34% yield). (1) The reactants are [Cl:1][C:2]1[CH:10]=[C:9]2[C:5]([C:6](/[CH:11]=[C:12](\[N+]([O-])=O)/[CH3:13])=[CH:7][NH:8]2)=[CH:4][C:3]=1[F:17].S(=O)(O)[O-:19].[Na+]. The catalyst is C(OCC)(=O)C.CCO.O.[Pt]. The product is [Cl:1][C:2]1[CH:10]=[C:9]2[C:5]([C:6]([CH2:11][C:12](=[O:19])[CH3:13])=[CH:7][NH:8]2)=[CH:4][C:3]=1[F:17]. The yield is 0.600. (2) The reactants are [Br:1][C:2]1[CH:7]=[CH:6][C:5](I)=[CH:4][C:3]=1[F:9].C([Mg]Cl)(C)C.[Cl-].[Li+].[C:17]1(=[O:21])[CH2:20][CH2:19][CH2:18]1. The catalyst is O1CCCC1. The product is [Br:1][C:2]1[CH:7]=[CH:6][C:5]([C:17]2([OH:21])[CH2:20][CH2:19][CH2:18]2)=[CH:4][C:3]=1[F:9]. The yield is 0.910. (3) The reactants are [CH3:1][N:2]1[CH2:6][CH2:5][C@@:4]([NH:10][C:11](=[O:17])[O:12][C:13]([CH3:16])([CH3:15])[CH3:14])([CH2:7][C:8]#[CH:9])[C:3]1=[O:18].I[C:20]1[CH:25]=[C:24]([C:26]2[CH:31]=[CH:30][CH:29]=[C:28]([O:32][C:33]([F:36])([F:35])[F:34])[CH:27]=2)[CH:23]=[CH:22][N:21]=1.N(CC)CC. The catalyst is C1COCC1.[Cu](I)I.[Cu]I. The product is [CH3:1][N:2]1[CH2:6][CH2:5][C@@:4]([NH:10][C:11](=[O:17])[O:12][C:13]([CH3:15])([CH3:14])[CH3:16])([CH2:7][C:8]#[C:9][C:20]2[CH:25]=[C:24]([C:26]3[CH:31]=[CH:30][CH:29]=[C:28]([O:32][C:33]([F:34])([F:35])[F:36])[CH:27]=3)[CH:23]=[CH:22][N:21]=2)[C:3]1=[O:18]. The yield is 0.998. (4) The reactants are [C:1]12([C:11]3[CH:30]=[CH:29][C:14]([O:15][CH2:16][C:17]4[O:18][C:19]5[CH:25]=[CH:24][C:23]([C:26]([OH:28])=O)=CC=5N=4)=[CH:13][CH:12]=3)[CH2:10][CH:5]3[CH2:6][CH:7]([CH2:9][CH:3]([CH2:4]3)[CH2:2]1)[CH2:8]2.C([NH2:37])C1OC=CC=1.[CH2:38](Cl)[CH2:39]Cl.C1C=CC2N(O)N=NC=2C=1.C[CH2:53][N:54]([CH:58](C)C)C(C)C. The catalyst is CN(CC1C=C(CN(C)C)C(O)=C(CN(C)C)C=1)C. The product is [CH3:53][N:54]([CH3:58])[C:26]([C:23]1[CH:24]=[CH:25][C:19]2[O:18][C:17]([CH2:16][O:15][C:14]3[CH:29]=[CH:30][C:11]([C:1]45[CH2:8][CH:7]6[CH2:9][CH:3]([CH2:4][CH:5]([CH2:6]6)[CH2:10]4)[CH2:2]5)=[CH:12][CH:13]=3)=[N:37][C:38]=2[CH:39]=1)=[O:28]. The yield is 0.909.